Dataset: Reaction yield outcomes from USPTO patents with 853,638 reactions. Task: Predict the reaction yield, written as a fraction of the theoretical maximum amount of product (1.0 means a 100% yield; for example, 0.34 means a 34% yield). (1) The reactants are [CH3:1][O:2][C:3]([CH:5]1[CH2:9][CH:8]([NH2:10])[CH2:7][N:6]1[CH2:11][C:12]1[CH:17]=[CH:16][CH:15]=[CH:14][CH:13]=1)=[O:4].[F:18][C:19]1[CH:26]=[C:25]([F:27])[CH:24]=[CH:23][C:20]=1[CH:21]=O.[O-]S([O-])(=O)=O.[Mg+2].[BH3-]C#N.[Na+].[CH3:38][C:39]([O:42][C:43](O[C:43]([O:42][C:39]([CH3:41])([CH3:40])[CH3:38])=[O:44])=[O:44])([CH3:41])[CH3:40]. The catalyst is C(Cl)Cl.CC(O)=O. The product is [CH3:1][O:2][C:3]([CH:5]1[CH2:9][CH:8]([N:10]([C:43]([O:42][C:39]([CH3:41])([CH3:40])[CH3:38])=[O:44])[CH2:21][C:20]2[CH:23]=[CH:24][C:25]([F:27])=[CH:26][C:19]=2[F:18])[CH2:7][N:6]1[CH2:11][C:12]1[CH:17]=[CH:16][CH:15]=[CH:14][CH:13]=1)=[O:4]. The yield is 0.360. (2) The reactants are [CH3:1][C:2]1([CH2:9][C:10]([CH3:12])=[CH2:11])[CH2:6][O:5][S:4](=[O:8])(=[O:7])[NH:3]1.CC(C)([O-])C.[K+].[C:19](Cl)(=[O:28])[O:20][CH2:21][C:22]1[CH:27]=[CH:26][CH:25]=[CH:24][CH:23]=1. The catalyst is C1COCC1. The product is [CH3:1][C:2]1([CH2:9][C:10]([CH3:12])=[CH2:11])[CH2:6][O:5][S:4](=[O:8])(=[O:7])[N:3]1[C:19]([O:20][CH2:21][C:22]1[CH:27]=[CH:26][CH:25]=[CH:24][CH:23]=1)=[O:28]. The yield is 0.710. (3) The reactants are [C:1]([O:5][C:6](=[O:20])[NH:7][C:8]1([C:12]2[CH:17]=[CH:16][C:15]([C:18]#[CH:19])=[CH:14][CH:13]=2)[CH2:11][CH2:10][CH2:9]1)([CH3:4])([CH3:3])[CH3:2].C([Li])CCC.[CH3:26][O:27][C:28]1[CH:35]=[CH:34][CH:33]=[CH:32][C:29]=1[CH:30]=[O:31]. The catalyst is C1COCC1. The product is [C:1]([O:5][C:6](=[O:20])[NH:7][C:8]1([C:12]2[CH:13]=[CH:14][C:15]([C:18]#[C:19][CH:30]([OH:31])[C:29]3[CH:32]=[CH:33][CH:34]=[CH:35][C:28]=3[O:27][CH3:26])=[CH:16][CH:17]=2)[CH2:9][CH2:10][CH2:11]1)([CH3:4])([CH3:3])[CH3:2]. The yield is 0.590. (4) The reactants are [C:1]([O:5][C:6](=[O:9])[NH:7][NH2:8])([CH3:4])([CH3:3])[CH3:2].CO[CH:12]1[CH2:16][CH2:15][CH:14](OC)O1.Cl.C(=O)(O)[O-].[Na+]. The catalyst is O1CCOCC1.C(OCC)C.CO. The product is [C:1]([O:5][C:6](=[O:9])[NH:7][N:8]1[CH:12]=[CH:16][CH:15]=[CH:14]1)([CH3:4])([CH3:3])[CH3:2]. The yield is 0.400. (5) The reactants are [C:1]([O:5][C:6]([N:8]1[CH2:12][C@@H:11]([N:13]([CH2:21][C:22]2[CH:27]=[C:26]([C:28]([F:31])([F:30])[F:29])[CH:25]=[C:24]([C:32]([F:35])([F:34])[F:33])[CH:23]=2)[C:14]2[N:19]=[CH:18][C:17](Br)=[CH:16][N:15]=2)[CH2:10][C@H:9]1[CH2:36][CH3:37])=[O:7])([CH3:4])([CH3:3])[CH3:2].C1(C)C=CC=CC=1P(C1C=CC=CC=1C)C1C=CC=CC=1C.C(N(CC)CC)C.[C:67]([O:71][CH3:72])(=[O:70])[CH:68]=[CH2:69]. The catalyst is CN(C=O)C.C([O-])(=O)C.[Pd+2].C([O-])(=O)C. The product is [C:1]([O:5][C:6]([N:8]1[CH2:12][C@@H:11]([N:13]([CH2:21][C:22]2[CH:27]=[C:26]([C:28]([F:31])([F:30])[F:29])[CH:25]=[C:24]([C:32]([F:35])([F:34])[F:33])[CH:23]=2)[C:14]2[N:19]=[CH:18][C:17](/[CH:69]=[CH:68]/[C:67]([O:71][CH3:72])=[O:70])=[CH:16][N:15]=2)[CH2:10][C@H:9]1[CH2:36][CH3:37])=[O:7])([CH3:4])([CH3:3])[CH3:2]. The yield is 0.750. (6) The reactants are [Cl:1][C:2]1[CH:7]=[CH:6][C:5]([CH3:8])=[CH:4][C:3]=1[OH:9].CI.[C:12]([O-])([O-])=O.[K+].[K+]. The catalyst is CC#N. The product is [Cl:1][C:2]1[CH:7]=[CH:6][C:5]([CH3:8])=[CH:4][C:3]=1[O:9][CH3:12]. The yield is 0.890. (7) The reactants are [CH3:1][CH:2]([CH3:36])[CH2:3][CH:4]([C:21]1[CH:35]=[CH:34][C:24]([C:25]([NH:27][CH2:28][CH2:29][C:30]([O:32]C)=[O:31])=[O:26])=[CH:23][CH:22]=1)[CH2:5][C:6]1[CH:11]=[CH:10][C:9]([N:12]2[CH:16]=[C:15]([C:17]([F:20])([F:19])[F:18])[CH:14]=[N:13]2)=[CH:8][CH:7]=1.O1CCCC1.[OH-].[Na+]. The catalyst is CO. The product is [CH3:1][CH:2]([CH3:36])[CH2:3][CH:4]([C:21]1[CH:35]=[CH:34][C:24]([C:25]([NH:27][CH2:28][CH2:29][C:30]([OH:32])=[O:31])=[O:26])=[CH:23][CH:22]=1)[CH2:5][C:6]1[CH:7]=[CH:8][C:9]([N:12]2[CH:16]=[C:15]([C:17]([F:20])([F:19])[F:18])[CH:14]=[N:13]2)=[CH:10][CH:11]=1. The yield is 1.00.